This data is from Full USPTO retrosynthesis dataset with 1.9M reactions from patents (1976-2016). The task is: Predict the reactants needed to synthesize the given product. (1) Given the product [C:1]([O:5][C:6]([N:8]1[CH2:13][CH2:12][N:11]([CH2:14][C:15]2[C:20]([O:21][C:22]([F:24])([F:23])[F:25])=[CH:19][C:18]([C:26]([OH:28])=[O:27])=[CH:17][C:16]=2[Cl:31])[CH2:10][CH2:9]1)=[O:7])([CH3:4])([CH3:2])[CH3:3], predict the reactants needed to synthesize it. The reactants are: [C:1]([O:5][C:6]([N:8]1[CH2:13][CH2:12][N:11]([CH2:14][C:15]2[C:20]([O:21][C:22]([F:25])([F:24])[F:23])=[CH:19][C:18]([C:26]([O:28]CC)=[O:27])=[CH:17][C:16]=2[Cl:31])[CH2:10][CH2:9]1)=[O:7])([CH3:4])([CH3:3])[CH3:2].C(OC(N1CCN(CC2C=CC(C(O)=O)=CC=2C(F)(F)F)CC1)=O)(C)(C)C. (2) Given the product [CH:1]1([CH:7]([NH:26][C:27]2[CH:28]=[CH:29][C:30]([C:33]([N:35]([CH3:43])[CH2:36][CH2:37][C:38]([OH:40])=[O:39])=[O:34])=[CH:31][CH:32]=2)[C:9]2[C:10]([CH2:24][CH3:25])=[N:11][N:12]([C:14]3[CH:19]=[CH:18][C:17]([C:20]([F:23])([F:22])[F:21])=[CH:16][N:15]=3)[CH:13]=2)[CH2:6][CH2:5][CH2:4][CH2:3][CH2:2]1, predict the reactants needed to synthesize it. The reactants are: [CH:1]1([CH:7]([C:9]2[C:10]([CH2:24][CH3:25])=[N:11][N:12]([C:14]3[CH:19]=[CH:18][C:17]([C:20]([F:23])([F:22])[F:21])=[CH:16][N:15]=3)[CH:13]=2)O)[CH2:6][CH2:5][CH2:4][CH2:3][CH2:2]1.[NH2:26][C:27]1[CH:32]=[CH:31][C:30]([C:33]([N:35]([CH3:43])[CH2:36][CH2:37][C:38]([O:40]CC)=[O:39])=[O:34])=[CH:29][CH:28]=1. (3) Given the product [C:9]([C:13]1[CH:30]=[CH:29][C:16]([CH2:17][N:18]2[C:22](=[O:23])[N:21]([CH2:24][CH2:25][CH3:26])[C:20]([CH:27]([OH:28])[C:3]([F:6])([F:5])[F:4])=[N:19]2)=[CH:15][CH:14]=1)([CH3:10])([CH3:11])[CH3:12], predict the reactants needed to synthesize it. The reactants are: C[Si](C)(C)[C:3]([F:6])([F:5])[F:4].[C:9]([C:13]1[CH:30]=[CH:29][C:16]([CH2:17][N:18]2[C:22](=[O:23])[N:21]([CH2:24][CH2:25][CH3:26])[C:20]([CH:27]=[O:28])=[N:19]2)=[CH:15][CH:14]=1)([CH3:12])([CH3:11])[CH3:10].[Cl-].[NH4+].C(OCC)(=O)C. (4) Given the product [CH2:35]([O:34][C:32](=[O:33])[NH:1][CH2:2][C@H:3]1[CH2:8][CH2:7][C@H:6]([N:9]2[C:13]3=[C:14]4[S:20][CH:19]=[CH:18][C:15]4=[N:16][CH:17]=[C:12]3[N:11]=[C:10]2[CH2:21][C:22]#[N:23])[CH2:5][CH2:4]1)[CH3:36], predict the reactants needed to synthesize it. The reactants are: [NH2:1][CH2:2][C@H:3]1[CH2:8][CH2:7][C@H:6]([N:9]2[C:13]3=[C:14]4[S:20][CH:19]=[CH:18][C:15]4=[N:16][CH:17]=[C:12]3[N:11]=[C:10]2[CH2:21][C:22]#[N:23])[CH2:5][CH2:4]1.C(N(CC)CC)C.Cl[C:32]([O:34][CH2:35][CH3:36])=[O:33].